This data is from Reaction yield outcomes from USPTO patents with 853,638 reactions. The task is: Predict the reaction yield, written as a fraction of the theoretical maximum amount of product (1.0 means a 100% yield; for example, 0.34 means a 34% yield). (1) The reactants are [C:1]([C:3]1[CH:4]=[C:5]([C:9]([N:11]2[CH2:30][CH2:29][C:14]3[N:15]=[C:16]([NH:19][CH:20]4[CH2:28][C:27]5[C:22](=[CH:23][CH:24]=[CH:25][CH:26]=5)[CH2:21]4)[N:17]=[CH:18][C:13]=3[CH2:12]2)=[O:10])[CH:6]=[CH:7][CH:8]=1)#[CH:2].CN(C)C=O.[Na].O=C1O[C@H]([C@H](CO)O)C(O)=C1O.[N:49]([Si](C)(C)C)=[N+:50]=[N-:51]. The catalyst is O.O.O.O.O.S([O-])([O-])(=O)=O.[Cu+2].O. The product is [CH2:28]1[C:27]2[C:22](=[CH:23][CH:24]=[CH:25][CH:26]=2)[CH2:21][CH:20]1[NH:19][C:16]1[N:17]=[CH:18][C:13]2[CH2:12][N:11]([C:9]([C:5]3[CH:6]=[CH:7][CH:8]=[C:3]([C:1]4[NH:51][N:50]=[N:49][CH:2]=4)[CH:4]=3)=[O:10])[CH2:30][CH2:29][C:14]=2[N:15]=1. The yield is 0.330. (2) The reactants are C([O:3][C:4]([C:6]1[N:7]([CH2:12][CH2:13][CH2:14][O:15][C:16]2[CH:21]=[CH:20][C:19]([C:22]([N:24]3[C:33]4[C:28](=[CH:29][CH:30]=[CH:31][CH:32]=4)[C@H:27]([N:34]([C:42](=[O:44])[CH3:43])[C:35]4[CH:40]=[CH:39][C:38]([Cl:41])=[CH:37][CH:36]=4)[CH2:26][C@@H:25]3[CH3:45])=[O:23])=[CH:18][CH:17]=2)[CH:8]=[N:9][C:10]=1[CH3:11])=[O:5])C.C(O)C.[OH-].[Na+]. The catalyst is O1CCCC1. The product is [C:42]([N:34]([C:35]1[CH:36]=[CH:37][C:38]([Cl:41])=[CH:39][CH:40]=1)[C@H:27]1[C:28]2[C:33](=[CH:32][CH:31]=[CH:30][CH:29]=2)[N:24]([C:22]([C:19]2[CH:20]=[CH:21][C:16]([O:15][CH2:14][CH2:13][CH2:12][N:7]3[C:6]([C:4]([OH:5])=[O:3])=[C:10]([CH3:11])[N:9]=[CH:8]3)=[CH:17][CH:18]=2)=[O:23])[C@@H:25]([CH3:45])[CH2:26]1)(=[O:44])[CH3:43]. The yield is 0.610. (3) The reactants are [CH3:1][N:2]([CH2:4][C:5]1[CH:20]=[CH:19][C:8]([CH2:9][CH2:10][NH:11]C(=O)OC(C)(C)C)=[CH:7][CH:6]=1)[CH3:3].[ClH:21]. The catalyst is O1CCOCC1. The product is [ClH:21].[ClH:21].[CH3:1][N:2]([CH2:4][C:5]1[CH:20]=[CH:19][C:8]([CH2:9][CH2:10][NH2:11])=[CH:7][CH:6]=1)[CH3:3]. The yield is 0.980. (4) The yield is 0.340. The reactants are [Cl:1][C:2]1[CH:13]=[C:12]([F:14])[CH:11]=[CH:10][C:3]=1[CH2:4][CH:5]([C:8]#[N:9])[C:6]#[N:7].[H-].[Na+].Br[CH2:18][CH2:19][C:20]([F:23])([F:22])[F:21]. The product is [Cl:1][C:2]1[CH:13]=[C:12]([F:14])[CH:11]=[CH:10][C:3]=1[CH2:4][C:5]([CH2:18][CH2:19][C:20]([F:23])([F:22])[F:21])([C:6]#[N:7])[C:8]#[N:9]. The catalyst is CN(C)C=O.